Dataset: Full USPTO retrosynthesis dataset with 1.9M reactions from patents (1976-2016). Task: Predict the reactants needed to synthesize the given product. (1) Given the product [CH:49]([N:48]([CH:52]([CH3:54])[CH3:53])[CH2:47][CH2:46][O:43][C:40]1[CH:41]=[CH:42][C:37]([NH:36][C:34]2[S:35][C:31]([C:28]3[CH:29]=[CH:30][S:26][CH:27]=3)=[CH:32][N:33]=2)=[CH:38][CH:39]=1)([CH3:51])[CH3:50], predict the reactants needed to synthesize it. The reactants are: CN(C)CCCOC1C=CC(C2SC(NC3C=CC=CC=3)=NC=2)=CC=1.[S:26]1[CH:30]=[CH:29][C:28]([C:31]2[S:35][C:34]([NH:36][C:37]3[CH:42]=[CH:41][C:40]([OH:43])=[CH:39][CH:38]=3)=[N:33][CH:32]=2)=[CH:27]1.Cl.Cl[CH2:46][CH2:47][N:48]([CH:52]([CH3:54])[CH3:53])[CH:49]([CH3:51])[CH3:50]. (2) Given the product [C:29]([N:8]1[CH2:7][C:4]2([CH2:5][CH2:6][N:1]([CH:16]3[CH2:17][CH:18]4[N:23]([C:24]([O:26][CH2:27][CH3:28])=[O:25])[CH:21]([CH2:20][CH2:19]4)[CH2:22]3)[CH2:2][CH2:3]2)[C:15]2[C:10](=[CH:11][CH:12]=[CH:13][CH:14]=2)[CH2:9]1)(=[O:31])[CH3:30], predict the reactants needed to synthesize it. The reactants are: [N:1]1([CH:16]2[CH2:22][CH:21]3[N:23]([C:24]([O:26][CH2:27][CH3:28])=[O:25])[CH:18]([CH2:19][CH2:20]3)[CH2:17]2)[CH2:6][CH2:5][C:4]2([C:15]3[C:10](=[CH:11][CH:12]=[CH:13][CH:14]=3)[CH2:9][NH:8][CH2:7]2)[CH2:3][CH2:2]1.[C:29](Cl)(=[O:31])[CH3:30].C(N(CC)CC)C.Cl. (3) Given the product [OH:10][CH2:9][C:7]1[C:5](=[O:6])[NH:4][C:2](=[O:3])[NH:1][CH:8]=1, predict the reactants needed to synthesize it. The reactants are: [NH:1]1[CH:8]=[CH:7][C:5](=[O:6])[NH:4][C:2]1=[O:3].[CH2:9]=[O:10].[OH-].[K+].Cl.NO. (4) Given the product [O:20]1[CH2:21][CH2:22][CH2:23][O:24][CH:19]1[C:8]1[CH:9]=[CH:10][CH:11]=[C:12]([C:13]2[CH:18]=[CH:17][N:16]=[CH:15][CH:14]=2)[C:7]=1[C:35]1[CH:36]=[CH:37][C:38]([O:39][CH2:40][C:41]2[CH:50]=[CH:49][C:48]3[C:43](=[CH:44][CH:45]=[CH:46][CH:47]=3)[N:42]=2)=[CH:51][CH:52]=1, predict the reactants needed to synthesize it. The reactants are: FC(F)(F)S(O[C:7]1[C:12]([C:13]2[CH:18]=[CH:17][N:16]=[CH:15][CH:14]=2)=[CH:11][CH:10]=[CH:9][C:8]=1[CH:19]1[O:24][CH2:23][CH2:22][CH2:21][O:20]1)(=O)=O.CC1(C)C(C)(C)OB([C:35]2[CH:52]=[CH:51][C:38]([O:39][CH2:40][C:41]3[CH:50]=[CH:49][C:48]4[C:43](=[CH:44][CH:45]=[CH:46][CH:47]=4)[N:42]=3)=[CH:37][CH:36]=2)O1.C([O-])([O-])=O.[Na+].[Na+]. (5) The reactants are: Br[C:2]1[CH:3]=[CH:4][C:5]2[N:9]=[CH:8][N:7]([C:10]3[CH:15]=[CH:14][C:13]([F:16])=[CH:12][C:11]=3[F:17])[C:6]=2[CH:18]=1.[Cl:19][C:20]1[CH:25]=[CH:24][C:23]([N:26]2[C:30](B(O)O)=[CH:29][CH:28]=[N:27]2)=[CH:22][CH:21]=1. Given the product [Cl:19][C:20]1[CH:21]=[CH:22][C:23]([N:26]2[C:30]([C:2]3[CH:3]=[CH:4][C:5]4[N:9]=[CH:8][N:7]([C:10]5[CH:15]=[CH:14][C:13]([F:16])=[CH:12][C:11]=5[F:17])[C:6]=4[CH:18]=3)=[CH:29][CH:28]=[N:27]2)=[CH:24][CH:25]=1, predict the reactants needed to synthesize it. (6) Given the product [CH2:51]([O:50][P:49]([CH:48]=[CH:10][CH:8]1[O:7][CH:5]2[O:6][C:2]([CH3:1])([CH3:12])[O:3][CH:4]2[CH2:9]1)(=[O:56])[O:53][CH2:54][CH3:55])[CH3:52], predict the reactants needed to synthesize it. The reactants are: [CH3:1][C:2]1([CH3:12])[O:6][CH:5]2[O:7][CH:8]([CH2:10]O)[CH2:9][CH:4]2[O:3]1.C1CCC(N=C=NC2CCCCC2)CC1.N1C=CC=CC=1.C(O)(C(F)(F)F)=O.C([O-])([O-])=O.[K+].[K+].[CH2:48]([P:49](=[O:56])([O:53][CH2:54][CH3:55])[O:50][CH2:51][CH3:52])[CH2:48][P:49](=[O:56])([O:53][CH2:54][CH3:55])[O:50][CH2:51][CH3:52].C(O[K])(C)(C)C.Cl.